The task is: Predict the reaction yield, written as a fraction of the theoretical maximum amount of product (1.0 means a 100% yield; for example, 0.34 means a 34% yield).. This data is from Reaction yield outcomes from USPTO patents with 853,638 reactions. (1) The product is [CH2:7]([NH:15][C:16]1([CH2:20][CH:21]([OH:27])[CH3:22])[CH2:19][CH2:18][CH2:17]1)[C:8]1[CH:13]=[CH:12][CH:11]=[CH:10][CH:9]=1. The catalyst is O.C(OCC)(=O)C. The yield is 0.910. The reactants are [H-].[H-].[H-].[H-].[Li+].[Al+3].[C:7]([NH:15][C:16]1([CH:20](O)[CH2:21][CH3:22])[CH2:19][CH2:18][CH2:17]1)(=O)[C:8]1[CH:13]=[CH:12][CH:11]=[CH:10][CH:9]=1.C1C[O:27]CC1. (2) The reactants are Cl[C:2]1[CH:10]=[CH:9][CH:8]=[C:7]2[C:3]=1[CH2:4][N:5]([CH:12]1[CH2:17][CH2:16][C:15](=[O:18])[NH:14][C:13]1=[O:19])[C:6]2=[O:11].C([O-])=O.[NH4+:23]. No catalyst specified. The product is [NH2:23][C:2]1[CH:10]=[CH:9][CH:8]=[C:7]2[C:3]=1[CH2:4][N:5]([CH:12]1[CH2:17][CH2:16][C:15](=[O:18])[NH:14][C:13]1=[O:19])[C:6]2=[O:11]. The yield is 0.850. (3) The reactants are IC1C2C(=NC3C(C=2)=CC=CC=3)C(C(OC)=O)=CC=1.[I:20][C:21]1[CH:34]=[C:33]2[C:24]([NH:25][C:26]3[C:27]([C:35]([O:37][CH3:38])=[O:36])=[CH:28][CH:29]=[CH:30][C:31]=3[CH2:32]2)=[CH:23][CH:22]=1. No catalyst specified. The product is [I:20][C:21]1[CH:34]=[C:33]2[C:24]([N:25]=[C:26]3[C:31](=[CH:32]2)[CH:30]=[CH:29][CH:28]=[C:27]3[C:35]([O:37][CH3:38])=[O:36])=[CH:23][CH:22]=1. The yield is 0.950. (4) The reactants are [F:1][C:2]([F:22])([F:21])[C:3]1[CH:4]=[CH:5][C:6]([CH2:13][C:14]([O:16]C(C)(C)C)=[O:15])=[C:7]2[C:12]=1[N:11]=[CH:10][CH:9]=[CH:8]2.C(O)(C(F)(F)F)=O. The catalyst is C(Cl)Cl. The product is [F:21][C:2]([F:1])([F:22])[C:3]1[CH:4]=[CH:5][C:6]([CH2:13][C:14]([OH:16])=[O:15])=[C:7]2[C:12]=1[N:11]=[CH:10][CH:9]=[CH:8]2. The yield is 0.540. (5) The reactants are C(OC([N:8]([S:14]([C:17]1[CH:22]=[CH:21][C:20]([N:23]2[C:27]([C:28]3[CH:33]=[CH:32][C:31]([CH3:34])=[CH:30][CH:29]=3)=[CH:26][C:25]([C:35]([F:38])([F:37])[F:36])=[N:24]2)=[CH:19][CH:18]=1)(=[O:16])=[O:15])[CH2:9][C:10](OC)=[O:11])=O)(C)(C)C.[BH4-].[Na+]. The catalyst is CO. The product is [OH:11][CH2:10][CH2:9][NH:8][S:14]([C:17]1[CH:18]=[CH:19][C:20]([N:23]2[C:27]([C:28]3[CH:33]=[CH:32][C:31]([CH3:34])=[CH:30][CH:29]=3)=[CH:26][C:25]([C:35]([F:36])([F:38])[F:37])=[N:24]2)=[CH:21][CH:22]=1)(=[O:16])=[O:15]. The yield is 0.400. (6) The reactants are [F:1][C:2]1[CH:15]=[CH:14][C:5]([CH2:6][S:7]([CH2:10][C:11](O)=O)(=[O:9])=[O:8])=[CH:4][CH:3]=1.[F:16][C:17]1[CH:24]=[C:23]([F:25])[CH:22]=[CH:21][C:18]=1C=O. No catalyst specified. The product is [F:1][C:2]1[CH:15]=[CH:14][C:5]([CH2:6][S:7](/[CH:10]=[CH:11]/[C:22]2[CH:21]=[CH:18][C:17]([F:16])=[CH:24][C:23]=2[F:25])(=[O:9])=[O:8])=[CH:4][CH:3]=1. The yield is 0.680. (7) The reactants are [Cl:1][C:2]1[CH:3]=[C:4]([CH:8]=[N:9][C:10]([O:12][Si](C)(C)C)=[CH2:11])[CH:5]=[CH:6][CH:7]=1.C(OC([N:22]1[C:30]2[C:25](=[CH:26][CH:27]=[C:28]([Cl:31])[CH:29]=2)/[C:24](=[CH:32]/[C:33]2[CH:38]=[CH:37][CH:36]=[CH:35][CH:34]=2)/[C:23]1=[O:39])=O)C.CO.[OH-].[Na+]. The catalyst is C1(C)C=CC=CC=1. The product is [Cl:31][C:28]1[CH:29]=[C:30]2[NH:22][C:23](=[O:39])[C:24]3([CH:32]([C:33]4[CH:34]=[CH:35][CH:36]=[CH:37][CH:38]=4)[CH2:12][C:10](=[O:11])[NH:9][CH:8]3[C:4]3[CH:5]=[CH:6][CH:7]=[C:2]([Cl:1])[CH:3]=3)[C:25]2=[CH:26][CH:27]=1. The yield is 1.00. (8) The reactants are [CH3:1][C:2]([CH3:21])([CH3:20])[C:3]([NH:5][C:6]1[NH:7][C:8](=O)[C:9]2[C:17]3[C:12](=[CH:13][CH:14]=[CH:15][CH:16]=3)[NH:11][C:10]=2[N:18]=1)=[O:4].P(Cl)(Cl)([Cl:24])=O. No catalyst specified. The product is [Cl:24][C:8]1[C:9]2[C:17]3[C:12](=[CH:13][CH:14]=[CH:15][CH:16]=3)[NH:11][C:10]=2[N:18]=[C:6]([NH:5][C:3](=[O:4])[C:2]([CH3:21])([CH3:20])[CH3:1])[N:7]=1. The yield is 0.590.